This data is from Full USPTO retrosynthesis dataset with 1.9M reactions from patents (1976-2016). The task is: Predict the reactants needed to synthesize the given product. (1) Given the product [F:1][C:2]1[CH:28]=[CH:27][CH:26]=[C:25]([F:29])[C:3]=1[C:4]([N:6]1[C:7](=[O:8])[N:9]([C:10]2[CH:15]=[CH:14][C:13]([S:16][C:17]([F:22])([F:23])[C:18]([F:20])([F:19])[F:21])=[CH:12][C:11]=2[F:24])[CH2:36][O:35][CH2:33]1)=[O:5], predict the reactants needed to synthesize it. The reactants are: [F:1][C:2]1[CH:28]=[CH:27][CH:26]=[C:25]([F:29])[C:3]=1[C:4]([NH:6][C:7]([NH:9][C:10]1[CH:15]=[CH:14][C:13]([S:16][C:17]([F:23])([F:22])[C:18]([F:21])([F:20])[F:19])=[CH:12][C:11]=1[F:24])=[O:8])=[O:5].[H-].[Na+].Cl[CH:33]([O:35][CH:36](Cl)Cl)Cl.[Cl-].[NH4+]. (2) Given the product [CH2:2]([OH:1])[CH:3]([OH:4])[CH3:5].[CH3:5][C:3]([CH2:2][OH:1])=[O:4], predict the reactants needed to synthesize it. The reactants are: [OH:1][CH2:2][CH:3]([CH2:5]O)[OH:4].[H][H].C(O)CO. (3) The reactants are: [N+:1]([C:4]1[CH:5]=[C:6]([OH:10])[CH:7]=[CH:8][CH:9]=1)([O-:3])=[O:2].Cl[CH2:12][C:13]1[O:14][CH:15]=[CH:16][CH:17]=1.C(=O)([O-])[O-].[K+].[K+]. Given the product [N+:1]([C:4]1[CH:5]=[C:6]([CH:7]=[CH:8][CH:9]=1)[O:10][CH2:12][C:13]1[O:14][CH:15]=[CH:16][CH:17]=1)([O-:3])=[O:2], predict the reactants needed to synthesize it. (4) Given the product [CH2:23]([O:18][CH2:17][CH2:16][CH2:15][N:3]1[C:4]2[C:13]3[CH:12]=[CH:11][CH:10]=[CH:9][C:8]=3[N:7]=[CH:6][C:5]=2[N:14]=[C:2]1[CH3:1])[C:22]#[CH:21], predict the reactants needed to synthesize it. The reactants are: [CH3:1][C:2]1[N:3]([CH2:15][CH2:16][CH2:17][OH:18])[C:4]2[C:13]3[CH:12]=[CH:11][CH:10]=[CH:9][C:8]=3[N:7]=[CH:6][C:5]=2[N:14]=1.[OH-].[Na+].[CH2:21](Br)[C:22]#[CH:23]. (5) Given the product [OH:24][CH2:23][C:22]1[C:21]([N:25]2[CH2:36][CH2:35][N:34]3[C:33]4[CH2:32][C:31]([CH3:37])([CH3:38])[CH2:30][C:29]=4[CH:28]=[C:27]3[C:26]2=[O:39])=[N:20][CH:19]=[CH:18][C:17]=1[C:4]1[CH:5]=[C:6]([NH:9][C:10]2[CH:15]=[CH:14][N:13]=[C:12]([CH3:16])[N:11]=2)[C:7](=[O:8])[N:2]([CH3:1])[CH:3]=1, predict the reactants needed to synthesize it. The reactants are: [CH3:1][N:2]1[C:7](=[O:8])[C:6]([NH:9][C:10]2[CH:15]=[CH:14][N:13]=[C:12]([CH3:16])[N:11]=2)=[CH:5][C:4]([C:17]2[C:22]([CH:23]=[O:24])=[C:21]([N:25]3[CH2:36][CH2:35][N:34]4[C:27](=[CH:28][C:29]5[CH2:30][C:31]([CH3:38])([CH3:37])[CH2:32][C:33]=54)[C:26]3=[O:39])[N:20]=[CH:19][CH:18]=2)=[CH:3]1.[BH4-].[Na+].